From a dataset of Experimentally validated miRNA-target interactions with 360,000+ pairs, plus equal number of negative samples. Binary Classification. Given a miRNA mature sequence and a target amino acid sequence, predict their likelihood of interaction. (1) The miRNA is hsa-miR-550b-3p with sequence UCUUACUCCCUCAGGCACUG. The protein sequence of the target gene is MGAQFSKTAAKGEAAAERPGEAAVASSPSKANGQENGHVKVNGDASPAAAESGAKEELQANGSAPAADKEEPAAAGSGAASPSAAEKGEPAAAAAPEAGASPVEKEAPAEGEAAEPGSPTAAEGEAASAASSTSSPKAEDGATPSPSNETPKKKKKRFSFKKSFKLSGFSFKKNKKEAGEGGEAEAPAAEGGKDEAAGGAAAAAAEAGAASGEQAAAPGEEAAAGEEGAAGGDPQEAKPQEAAVAPEKPPASDETKAAEEPSKVEEKKAEEAGASAAACEAPSAAGPGAPPEQEAAPAEE.... Result: 0 (no interaction). (2) The miRNA is hsa-miR-511-3p with sequence AAUGUGUAGCAAAAGACAGA. The protein sequence of the target gene is MQARYSVSSPNSLGVVPYLGGEQSYYRAAAAAAGGGYTAMPAPMSVYSHPAHAEQYPGGMARAYGPYTPQPQPKDMVKPPYSYIALITMAIQNAPDKKITLNGIYQFIMDRFPFYRDNKQGWQNSIRHNLSLNECFVKVPRDDKKPGKGSYWTLDPDSYNMFENGSFLRRRRRFKKKDAVKDKEEKDRLHLKEPPPPGRQPPPAPPEQADGNAPGPQPPPVRIQDIKTENGTCPSPPQPLSPAAALGSGSAAAVPKIESPDSSSSSLSSGSSPPGSLPSARPLSLDGADSAPPPPAPSAP.... Result: 0 (no interaction). (3) The miRNA is hsa-miR-5692b with sequence AAUAAUAUCACAGUAGGUGU. The protein sequence of the target gene is MARDLIGPALPPGFKARGTAEDEERDPSPVAGPALPPNYKSSSSDSSDSDEDSSSLYEEGNQESEEDDSGPTARKQRKNQDDDDDDDDGFFGPALPPGFKKQDDSPPRPIIGPALPPGFIKSTQKSDKGRDDPGQQETDSSEDEDIIGPMPAKGPVNYNVTTEFEKRAQRMKEKLTKGDDDSSKPIVRESWMTELPPEMKDFGLGPRTFKRRADDTSGDRSIWTDTPADRERKAKETQEARKSSSKKDEEHILSGRDKRLAEQVSSYNESKRSESLMDIHHKKLKSKAAEDKNKPQERIP.... Result: 0 (no interaction). (4) The miRNA is hsa-miR-489-5p with sequence GGUCGUAUGUGUGACGCCAUUU. The protein sequence of the target gene is MGNENSTSDHQRTSSVQSPRSLQPPGKSQSLQKQQGDLPGSCAGSIPGTDDVIQPAAPVDPGHPPLAGIGSNQGEVCTSLQLSYTIVTVQSASPSAARASPAPLAPEHTASAPSAAGPGVEVTPTGSPQHLAKNEPRSSDSEEAFETPESTTPVKAPPAPPPPPPEVTPEPEVIDPPAPEEPGCISEPPVVVPDGPRSSESVEGSPFRPSHSSSAVFDEDKPIASSGTYNLDFDSIELVDNFQSLEPCSADSKGQECKVSTRRKSTESVPPSKSTLSRSLSLQASDFDGASCPGSPEAGT.... Result: 0 (no interaction). (5) The miRNA is mmu-miR-150-5p with sequence UCUCCCAACCCUUGUACCAGUG. The protein sequence of the target gene is MATKKAGSRLETEIERCRSECQWERIPELVKQLSAKLIANDDMAELLLGESKLEQYLKEHPLRQGASPRGPKPQLTEVRKHLTAALDRGNLKSEFLQESNLIMAKLNYVEGDYKEALNIYARVGLDDLPLTAVPPYRLRVIAEAYATKGLCLEKLPISSSTSNLHVDREQDVITCYEKAGDIALLYLQEIERVILSNIQNRSPKPGPAPHDQELGFFLETGLQRAHVLYFKNGNLTRGVGRFRELLRAVETRTTQNLRMTIARQLAEILLRGMCEQSYWNPLEDPPCQSPLDDPLRKGAN.... Result: 0 (no interaction). (6) The miRNA is hsa-miR-8072 with sequence GGCGGCGGGGAGGUAGGCAG. The protein sequence of the target gene is MFWKLSLSLFLVAVLVKVAEARKNRPAGAIPSPYKDGSSNNSERWQHQIKEVLASSQEALVVTERKYLKSDWCKTQPLRQTVSEEGCRSRTILNRFCYGQCNSFYIPRHVKKEEESFQSCAFCKPQRVTSVLVELECPGLDPPFRLKKIQKVKQCRCMSVNLSDSDKQ. Result: 1 (interaction). (7) The miRNA is hsa-miR-5010-3p with sequence UUUUGUGUCUCCCAUUCCCCAG. The protein sequence of the target gene is MSEAVRVPSPATPLVVAAPAPEERKGKESEREKLPPIVSAGAGATAGLDRGAKGQISTFSSFISAVSPKKEAAENRSSPAHLVFPNIKNVREPPPICLDVRQKQRTSMDASSSEMKAPVLPEPILPIQPKTVKDFQEDVEKVKSSGDWKAVHDFYLTTFDSFPELNAAFKKDATASFNTIEDSGINAKFVNAVYDTLLNTPQDVQKTVLKGIINSLLREWKGPRTKDDLRAYFILLQNPQFNNTSTYVIYAHLLRQIATLVEADHHFLVHWFKKLSQKRFKQLVERLLQFISLRLFPAKP.... Result: 1 (interaction).